This data is from Forward reaction prediction with 1.9M reactions from USPTO patents (1976-2016). The task is: Predict the product of the given reaction. (1) Given the reactants C(OC(=O)[NH:7][C@H:8]([CH2:31][C:32]1[CH:37]=[C:36]([F:38])[C:35]([F:39])=[CH:34][C:33]=1[F:40])[CH2:9][C:10]([N:12]1[CH2:17][CH2:16][N:15]2[C:18]([C:27]([F:30])([F:29])[F:28])=[N:19][C:20]([C:21](=[O:26])[NH:22][CH:23]3[CH2:25][CH2:24]3)=[C:14]2[CH2:13]1)=[O:11])(C)(C)C.[ClH:42], predict the reaction product. The product is: [ClH:42].[CH:23]1([NH:22][C:21]([C:20]2[N:19]=[C:18]([C:27]([F:28])([F:30])[F:29])[N:15]3[CH2:16][CH2:17][N:12]([C:10](=[O:11])[CH2:9][C@H:8]([NH2:7])[CH2:31][C:32]4[CH:37]=[C:36]([F:38])[C:35]([F:39])=[CH:34][C:33]=4[F:40])[CH2:13][C:14]=23)=[O:26])[CH2:25][CH2:24]1. (2) Given the reactants C([O:3][C:4](=[O:29])[CH2:5][C:6]1[C:7]([CH3:28])=[C:8]([S:16][C:17]2[CH:22]=[CH:21][C:20]([S:23]([CH2:26][CH3:27])(=[O:25])=[O:24])=[CH:19][CH:18]=2)[N:9]2[C:14]=1[CH:13]=[CH:12][C:11]([F:15])=[CH:10]2)C.[OH-].[Li+].Cl, predict the reaction product. The product is: [CH2:26]([S:23]([C:20]1[CH:19]=[CH:18][C:17]([S:16][C:8]2[N:9]3[C:14]([CH:13]=[CH:12][C:11]([F:15])=[CH:10]3)=[C:6]([CH2:5][C:4]([OH:29])=[O:3])[C:7]=2[CH3:28])=[CH:22][CH:21]=1)(=[O:24])=[O:25])[CH3:27].